From a dataset of Forward reaction prediction with 1.9M reactions from USPTO patents (1976-2016). Predict the product of the given reaction. (1) Given the reactants Br[C:2]1[CH:3]=[CH:4][C:5]2[N:6]([C:8]([C:11]([F:28])([F:27])[C:12]3[CH:13]=[CH:14][C:15]4[N:16]([CH:18]=[C:19]([NH:21][C:22]([CH:24]5[CH2:26][CH2:25]5)=[O:23])[N:20]=4)[N:17]=3)=[N:9][N:10]=2)[CH:7]=1.[CH3:29][N:30]1[CH:34]=[C:33](B2OC(C)(C)C(C)(C)O2)[CH:32]=[N:31]1.C(Cl)Cl.C([O-])([O-])=O.[Na+].[Na+], predict the reaction product. The product is: [F:27][C:11]([F:28])([C:8]1[N:6]2[CH:7]=[C:2]([C:33]3[CH:32]=[N:31][N:30]([CH3:29])[CH:34]=3)[CH:3]=[CH:4][C:5]2=[N:10][N:9]=1)[C:12]1[CH:13]=[CH:14][C:15]2[N:16]([CH:18]=[C:19]([NH:21][C:22]([CH:24]3[CH2:26][CH2:25]3)=[O:23])[N:20]=2)[N:17]=1. (2) Given the reactants CO.[BH4-].[Na+].ClCCl.[C:8]([C:12]1[C:22]([C:23]([C:25]2[N:30]=[C:29]([C:31]([O:33][CH3:34])=[O:32])[CH:28]=[CH:27][CH:26]=2)=[O:24])=[C:15]2[CH:16]=[CH:17][C:18]([O:20][CH3:21])=[CH:19][N:14]2[N:13]=1)([CH3:11])([CH3:10])[CH3:9], predict the reaction product. The product is: [C:8]([C:12]1[C:22]([CH:23]([OH:24])[C:25]2[N:30]=[C:29]([C:31]([O:33][CH3:34])=[O:32])[CH:28]=[CH:27][CH:26]=2)=[C:15]2[CH:16]=[CH:17][C:18]([O:20][CH3:21])=[CH:19][N:14]2[N:13]=1)([CH3:11])([CH3:9])[CH3:10].